Dataset: Peptide-MHC class II binding affinity with 134,281 pairs from IEDB. Task: Regression. Given a peptide amino acid sequence and an MHC pseudo amino acid sequence, predict their binding affinity value. This is MHC class II binding data. (1) The peptide sequence is AAATAGTTVYGAFAA. The MHC is HLA-DQA10201-DQB10202 with pseudo-sequence HLA-DQA10201-DQB10202. The binding affinity (normalized) is 0.218. (2) The peptide sequence is RPGLLIGFGLRTLWS. The MHC is HLA-DQA10201-DQB10301 with pseudo-sequence HLA-DQA10201-DQB10301. The binding affinity (normalized) is 0.387. (3) The peptide sequence is RFTISRDNSKNTLYL. The MHC is HLA-DQA10101-DQB10501 with pseudo-sequence HLA-DQA10101-DQB10501. The binding affinity (normalized) is 0.222. (4) The peptide sequence is YLVCGERGFFYTPKT. The MHC is DRB1_0101 with pseudo-sequence DRB1_0101. The binding affinity (normalized) is 0.139.